This data is from Catalyst prediction with 721,799 reactions and 888 catalyst types from USPTO. The task is: Predict which catalyst facilitates the given reaction. (1) Reactant: [CH3:1][Mg]Cl.[Br:4][C:5]1[CH:6]=[CH:7][C:8]2[O:12][C:11](=[O:13])[N:10]([CH2:14][C:15](=[O:17])[CH3:16])[C:9]=2[CH:18]=1. Product: [Br:4][C:5]1[CH:6]=[CH:7][C:8]2[O:12][C:11](=[O:13])[N:10]([CH2:14][C:15]([OH:17])([CH3:1])[CH3:16])[C:9]=2[CH:18]=1. The catalyst class is: 1. (2) Reactant: C([N-]C(C)C)(C)C.[Li+].[C:9]([O:14][CH2:15][CH3:16])(=[O:13])[CH:10]([CH3:12])[CH3:11].[CH3:17][O:18][C:19]1[CH:20]=[C:21]([CH:24]=[CH:25][CH:26]=1)[CH2:22]Cl. Product: [CH2:15]([O:14][C:9](=[O:13])[C:10]([CH3:12])([CH3:11])[CH2:22][C:21]1[CH:24]=[CH:25][CH:26]=[C:19]([O:18][CH3:17])[CH:20]=1)[CH3:16]. The catalyst class is: 7. (3) Reactant: [C:1]([C:4]1[C:9]2[S:10][C:11]([C:14]([NH:16][C:17]3[CH:26]=[C:25]([CH2:27][N:28]4[CH2:32][CH2:31][C@@H:30]([OH:33])[CH2:29]4)[C:24]4[C:19](=[CH:20][CH:21]=[CH:22][CH:23]=4)[N:18]=3)=[O:15])=[C:12]([CH3:13])[C:8]=2[C:7]([CH2:34][O:35][CH3:36])=[CH:6][CH:5]=1)(=[O:3])[CH3:2].[ClH:37]. Product: [ClH:37].[C:1]([C:4]1[C:9]2[S:10][C:11]([C:14]([NH:16][C:17]3[CH:26]=[C:25]([CH2:27][N:28]4[CH2:32][CH2:31][C@@H:30]([OH:33])[CH2:29]4)[C:24]4[C:19](=[CH:20][CH:21]=[CH:22][CH:23]=4)[N:18]=3)=[O:15])=[C:12]([CH3:13])[C:8]=2[C:7]([CH2:34][O:35][CH3:36])=[CH:6][CH:5]=1)(=[O:3])[CH3:2]. The catalyst class is: 378.